Dataset: Reaction yield outcomes from USPTO patents with 853,638 reactions. Task: Predict the reaction yield, written as a fraction of the theoretical maximum amount of product (1.0 means a 100% yield; for example, 0.34 means a 34% yield). (1) The reactants are [CH2:1]([C:8]1[NH:13][C:12](=[O:14])[CH:11]=[CH:10][N:9]=1)[C:2]1[CH:7]=[CH:6][CH:5]=[CH:4][CH:3]=1.[Br:15]Br. The catalyst is C(Cl)(Cl)Cl.CO. The product is [CH2:1]([C:8]1[NH:13][C:12](=[O:14])[C:11]([Br:15])=[CH:10][N:9]=1)[C:2]1[CH:3]=[CH:4][CH:5]=[CH:6][CH:7]=1. The yield is 0.400. (2) The product is [CH2:1]([O:8][C:9]1[CH:17]=[C:16]([O:18][CH2:19][C:20]2[CH:21]=[CH:22][CH:23]=[CH:24][CH:25]=2)[C:15]([CH:26]([CH3:28])[CH3:27])=[CH:14][C:10]=1[C:11]([NH:31][N:32]1[CH2:37][CH2:36][CH2:35][CH2:34][CH2:33]1)=[O:12])[C:2]1[CH:3]=[CH:4][CH:5]=[CH:6][CH:7]=1. The catalyst is CN(C)C=O. The reactants are [CH2:1]([O:8][C:9]1[CH:17]=[C:16]([O:18][CH2:19][C:20]2[CH:25]=[CH:24][CH:23]=[CH:22][CH:21]=2)[C:15]([CH:26]([CH3:28])[CH3:27])=[CH:14][C:10]=1[C:11](O)=[O:12])[C:2]1[CH:7]=[CH:6][CH:5]=[CH:4][CH:3]=1.ON1[C:34]2[CH:35]=[CH:36][CH:37]=C[C:33]=2[N:32]=[N:31]1.NN1CCCCC1.Cl.C(N=C=NCCCN(C)C)C.C(N(CC)CC)C. The yield is 0.864. (3) The reactants are [Cl:1][C:2]1[CH:7]=[CH:6][C:5]([C:8]2[CH:13]=[CH:12][CH:11]=[CH:10][C:9]=2[C@H:14]([OH:32])[CH:15]2[CH2:20][CH2:19][N:18]([C:21]3[CH:31]=[CH:30][C:24]([C:25]([O:27]CC)=[O:26])=[CH:23][CH:22]=3)[CH2:17][CH2:16]2)=[CH:4][CH:3]=1.O.CO. The catalyst is C1COCC1. The product is [Cl:1][C:2]1[CH:3]=[CH:4][C:5]([C:8]2[CH:13]=[CH:12][CH:11]=[CH:10][C:9]=2[C@H:14]([OH:32])[CH:15]2[CH2:20][CH2:19][N:18]([C:21]3[CH:22]=[CH:23][C:24]([C:25]([OH:27])=[O:26])=[CH:30][CH:31]=3)[CH2:17][CH2:16]2)=[CH:6][CH:7]=1. The yield is 0.790. (4) The reactants are C1[C@H](N)[C@@H](O[C@H]2O[C@H](CN)[C@@H](O)[C@H](O)[C@H]2N)[C@H]([O:20][C@@H:21]2[O:25][C@H:24]([CH2:26]O)[C@@H:23](O[C@H]3O[C@@H](CN)[C@@H](O)[C@H](O)[C@H]3N)[C@H:22]2[OH:40])[C@@H](O)[C@@H]1N.OS(O)(=O)=O.[Si:48](Cl)([C:61]([CH3:64])([CH3:63])[CH3:62])([C:55]1C=CC=CC=1)[C:49]1C=CC=CC=1. The catalyst is N1C=CC=CC=1.CN(C1C=CN=CC=1)C. The product is [CH2:24]([O:25][C:21](=[O:20])[C:22]([O:40][Si:48]([C:61]([CH3:64])([CH3:63])[CH3:62])([CH3:55])[CH3:49])=[CH2:23])[CH3:26]. The yield is 0.248. (5) The reactants are [Br:1][C:2]1[CH:3]=[C:4]([NH:8][C:9]2[C:14]([NH2:15])=[CH:13][CH:12]=[CH:11][N:10]=2)[CH:5]=[CH:6][CH:7]=1.[N+:16]([O-])([O-])=O.[Na+]. The catalyst is C(O)(=O)C.O.C(Cl)Cl. The product is [Br:1][C:2]1[CH:3]=[C:4]([N:8]2[C:9]3=[N:10][CH:11]=[CH:12][CH:13]=[C:14]3[N:15]=[N:16]2)[CH:5]=[CH:6][CH:7]=1. The yield is 0.730. (6) The reactants are [CH2:1]([NH:3][C:4]1[C:13]([CH2:14]O)=[CH:12][C:11]2[CH:10]=[C:9]3[O:16][CH2:17][O:18][C:8]3=[CH:7][C:6]=2[N:5]=1)[CH3:2].S(Cl)([Cl:21])=O. The catalyst is C(Cl)Cl. The product is [ClH:21].[Cl:21][CH2:14][C:13]1[C:4]([NH:3][CH2:1][CH3:2])=[N:5][C:6]2[CH:7]=[C:8]3[O:18][CH2:17][O:16][C:9]3=[CH:10][C:11]=2[CH:12]=1. The yield is 0.920. (7) The reactants are [Cl:1][C:2]1[CH:3]=[C:4]([CH:6]=[CH:7][C:8]=1[O:9][C:10]1[C:19]2[C:14](=[CH:15][C:16]([O:22][CH3:23])=[C:17]([O:20][CH3:21])[CH:18]=2)[N:13]=[CH:12][N:11]=1)[NH2:5].C(N(CC)CC)C.ClC(Cl)(O[C:35](=[O:41])OC(Cl)(Cl)Cl)Cl.[NH2:43][C:44]1[S:45][C:46]([CH3:49])=[CH:47][N:48]=1. The catalyst is C(Cl)(Cl)Cl.O. The product is [Cl:1][C:2]1[CH:3]=[C:4]([NH:5][C:35]([NH:43][C:44]2[S:45][C:46]([CH3:49])=[CH:47][N:48]=2)=[O:41])[CH:6]=[CH:7][C:8]=1[O:9][C:10]1[C:19]2[C:14](=[CH:15][C:16]([O:22][CH3:23])=[C:17]([O:20][CH3:21])[CH:18]=2)[N:13]=[CH:12][N:11]=1. The yield is 0.700. (8) The reactants are [CH2:1]([O:3][C:4](=[O:25])[C:5]([CH3:24])([O:17][C:18]1[CH:23]=[CH:22][CH:21]=[CH:20][CH:19]=1)[CH2:6][C:7]1[CH:12]=[CH:11][C:10]([OH:13])=[C:9]([CH2:14][CH2:15][CH3:16])[CH:8]=1)[CH3:2].C(=O)([O-])[O-].[Cs+].[Cs+].[C:32]1([C:57]2[CH:62]=[CH:61][CH:60]=[CH:59][CH:58]=2)[CH:37]=[CH:36][CH:35]=[C:34]([C:38]2[O:39][C:40]([CH3:56])=[C:41]([CH2:43][CH2:44]OS(C3C=CC(C)=CC=3)(=O)=O)[N:42]=2)[CH:33]=1. The catalyst is CN(C=O)C. The product is [CH2:1]([O:3][C:4](=[O:25])[C:5]([CH3:24])([O:17][C:18]1[CH:23]=[CH:22][CH:21]=[CH:20][CH:19]=1)[CH2:6][C:7]1[CH:12]=[CH:11][C:10]([O:13][CH2:44][CH2:43][C:41]2[N:42]=[C:38]([C:34]3[CH:33]=[C:32]([C:57]4[CH:62]=[CH:61][CH:60]=[CH:59][CH:58]=4)[CH:37]=[CH:36][CH:35]=3)[O:39][C:40]=2[CH3:56])=[C:9]([CH2:14][CH2:15][CH3:16])[CH:8]=1)[CH3:2]. The yield is 0.600.